This data is from Catalyst prediction with 721,799 reactions and 888 catalyst types from USPTO. The task is: Predict which catalyst facilitates the given reaction. (1) Reactant: [O:1]=[C:2]1[CH2:6][CH2:5][N:4]([C:7]([O:9][CH2:10][C:11]2[CH:16]=[CH:15][CH:14]=[CH:13][CH:12]=2)=[O:8])[CH2:3]1.C[Si]([N-][Si](C)(C)C)(C)C.[Li+].C1C=CC(N([S:34]([C:37]([F:40])([F:39])[F:38])(=[O:36])=[O:35])[S:34]([C:37]([F:40])([F:39])[F:38])(=[O:36])=[O:35])=CC=1. The catalyst class is: 1. Product: [F:38][C:37]([F:40])([F:39])[S:34]([O:1][C:2]1[CH2:6][CH2:5][N:4]([C:7]([O:9][CH2:10][C:11]2[CH:16]=[CH:15][CH:14]=[CH:13][CH:12]=2)=[O:8])[CH:3]=1)(=[O:36])=[O:35]. (2) Reactant: C(O[C:6](=[O:15])[NH:7][C@H:8]1[CH2:13][CH2:12][C@@H:11]([NH2:14])[CH2:10][CH2:9]1)(C)(C)C.CCN(C(C)C)C(C)C.[O:25]([C:32]1[N:40]=[CH:39][CH:38]=[CH:37][C:33]=1C(Cl)=O)[C:26]1[CH:31]=[CH:30][CH:29]=[CH:28][CH:27]=1. Product: [NH2:14][C@@H:11]1[CH2:10][CH2:9][C@H:8]([NH:7][C:6](=[O:15])[C:33]2[CH:37]=[CH:38][CH:39]=[N:40][C:32]=2[O:25][C:26]2[CH:27]=[CH:28][CH:29]=[CH:30][CH:31]=2)[CH2:13][CH2:12]1. The catalyst class is: 22. (3) Reactant: C(O)C.Cl.[C:5]([CH2:8][C:9]([O:11][CH2:12][CH3:13])=[O:10])(=[NH:7])[NH2:6].[O-]CC.[Na+].[CH2:18]([O:25][C:26]1[CH:31]=[CH:30][C:29]([C:32](=O)[CH2:33]Br)=[CH:28][CH:27]=1)[C:19]1[CH:24]=[CH:23][CH:22]=[CH:21][CH:20]=1. Product: [CH2:12]([O:11][C:9]([C:8]1[CH:33]=[C:32]([C:29]2[CH:30]=[CH:31][C:26]([O:25][CH2:18][C:19]3[CH:24]=[CH:23][CH:22]=[CH:21][CH:20]=3)=[CH:27][CH:28]=2)[NH:7][C:5]=1[NH2:6])=[O:10])[CH3:13]. The catalyst class is: 6. (4) Reactant: [CH3:1][O:2][C:3]1[CH:4]=[CH:5][C:6]2[CH2:12][C:11](=[O:13])[CH2:10][CH2:9][CH2:8][C:7]=2[CH:14]=1.[CH2:15](N1CCN(C(O[Si](C)(C)C)C(F)(F)F)CC1)[C:16]1C=CC=CC=1.B(F)(F)F.CCOCC. Product: [CH:15](=[C:12]1/[C:11](=[O:13])[CH2:10][CH2:9][CH2:8][C:7]2[CH:14]=[C:3]([O:2][CH3:1])[CH:4]=[CH:5][C:6]/1=2)\[CH3:16]. The catalyst class is: 26. (5) Reactant: [NH2:1][C:2]1[CH:11]=[CH:10][C:5]([C:6]([O:8][CH3:9])=[O:7])=[CH:4][CH:3]=1.[CH3:12][C:13]1[C:17](/[CH:18]=[CH:19]/[C:20](O)=[O:21])=[C:16]([C:23]2[CH:28]=[CH:27][CH:26]=[CH:25][CH:24]=2)[O:15][N:14]=1.O.ON1C2C=CC=CC=2N=N1.Cl.C(N=C=NCCCN(C)C)C. Product: [CH3:9][O:8][C:6]([C:5]1[CH:4]=[CH:3][C:2]([NH:1][C:20](=[O:21])/[CH:19]=[CH:18]/[C:17]2[C:13]([CH3:12])=[N:14][O:15][C:16]=2[C:23]2[CH:24]=[CH:25][CH:26]=[CH:27][CH:28]=2)=[CH:11][CH:10]=1)=[O:7]. The catalyst class is: 145.